From a dataset of Full USPTO retrosynthesis dataset with 1.9M reactions from patents (1976-2016). Predict the reactants needed to synthesize the given product. (1) Given the product [C:1]1([C:7]2[N:8]=[N:9][C:10]([N:13]3[CH2:18][CH2:17][N:16]([C:23]([C:22]4[CH:26]=[CH:27][CH:28]=[CH:29][C:21]=4[C:20]([F:19])([F:30])[F:31])=[O:24])[CH2:15][CH2:14]3)=[CH:11][CH:12]=2)[CH:2]=[CH:3][CH:4]=[CH:5][CH:6]=1, predict the reactants needed to synthesize it. The reactants are: [C:1]1([C:7]2[N:8]=[N:9][C:10]([N:13]3[CH2:18][CH2:17][NH:16][CH2:15][CH2:14]3)=[CH:11][CH:12]=2)[CH:6]=[CH:5][CH:4]=[CH:3][CH:2]=1.[F:19][C:20]([F:31])([F:30])[C:21]1[CH:29]=[CH:28][CH:27]=[CH:26][C:22]=1[C:23](Cl)=[O:24]. (2) Given the product [O:30]1[C:29]([C:25]2[CH:24]=[C:23]3[C:28](=[CH:27][CH:26]=2)[CH:19]=[N:20][CH:21]=[CH:22]3)=[CH:12][N:11]=[CH:10]1, predict the reactants needed to synthesize it. The reactants are: C1(C)C=CC(S([CH2:10][N+:11]#[C-:12])(=O)=O)=CC=1.CO.C[O-].[Na+].[CH:19]1[C:28]2[C:23](=[CH:24][C:25]([CH:29]=[O:30])=[CH:26][CH:27]=2)[CH:22]=[CH:21][N:20]=1.